Dataset: Full USPTO retrosynthesis dataset with 1.9M reactions from patents (1976-2016). Task: Predict the reactants needed to synthesize the given product. (1) Given the product [CH3:19][O:18][C:14]([CH2:15][S:16][CH2:2][C:3]1[CH:4]=[C:5]([CH:8]=[CH:9][CH:10]=1)[CH:6]=[O:7])=[O:17], predict the reactants needed to synthesize it. The reactants are: Br[CH2:2][C:3]1[CH:4]=[C:5]([CH:8]=[CH:9][CH:10]=1)[CH:6]=[O:7].C(O)C.[C:14]([O:18][CH3:19])(=[O:17])[CH2:15][SH:16].C(=O)([O-])[O-].[K+].[K+]. (2) Given the product [Cl:52][C:53]1[CH:60]=[CH:59][C:56]([CH2:57][NH:58][C:16]([C:5]2[C:4]([CH:1]([CH3:2])[CH3:3])=[CH:9][C:8]([N:10]3[CH2:11][CH2:12][O:13][CH2:14][CH2:15]3)=[CH:7][N:6]=2)=[O:18])=[CH:55][CH:54]=1, predict the reactants needed to synthesize it. The reactants are: [CH:1]([C:4]1[C:5]([C:16]([OH:18])=O)=[N:6][CH:7]=[C:8]([N:10]2[CH2:15][CH2:14][O:13][CH2:12][CH2:11]2)[CH:9]=1)([CH3:3])[CH3:2].F[P-](F)(F)(F)(F)F.N1(OC(N(C)C)=[N+](C)C)C2N=CC=CC=2N=N1.C(N(C(C)C)CC)(C)C.[Cl:52][C:53]1[CH:60]=[CH:59][C:56]([CH2:57][NH2:58])=[CH:55][CH:54]=1. (3) The reactants are: [S-:1][C:2]#[N:3].[K+].[NH2:5][C:6]1[CH:32]=[CH:31][C:9]([O:10][C:11]2[CH:12]=[C:13]([NH:17][C:18](=[O:30])[C:19]3[CH:24]=[CH:23][CH:22]=[C:21]([C:25]([C:28]#[N:29])([CH3:27])[CH3:26])[CH:20]=3)[CH:14]=[CH:15][CH:16]=2)=[C:8]([N+:33]([O-:35])=[O:34])[CH:7]=1.BrBr. Given the product [NH2:3][C:2]1[S:1][C:7]2[C:8]([N+:33]([O-:35])=[O:34])=[C:9]([O:10][C:11]3[CH:12]=[C:13]([NH:17][C:18](=[O:30])[C:19]4[CH:24]=[CH:23][CH:22]=[C:21]([C:25]([C:28]#[N:29])([CH3:27])[CH3:26])[CH:20]=4)[CH:14]=[CH:15][CH:16]=3)[CH:31]=[CH:32][C:6]=2[N:5]=1, predict the reactants needed to synthesize it. (4) Given the product [CH:75](=[C:73]1[CH2:74][N:68]2[C@H:69]([CH:70]=[N:71][C:65]3[CH:64]=[C:63]([O:62][CH2:61][C:25]4[CH:26]=[C:27]([O:29][CH2:30][CH2:31][N:32]([CH3:60])[CH2:33][C:34]([S:37][CH2:38][C:39]([NH:41][CH2:42][CH2:43][O:44][CH2:45][CH2:46][O:47][CH2:48][CH2:49][O:50][CH2:51][CH2:52][O:53][CH2:54][CH2:55][C:56]([OH:58])=[O:57])=[O:40])([CH3:35])[CH3:36])[CH:28]=[C:23]([CH2:22][O:21][C:19]5[C:18]([O:82][CH3:83])=[CH:17][C:12]6[C:13](=[O:16])[N:14]7[CH2:15][C:6](=[CH:4][CH3:5])[CH2:7][C@H:8]7[CH:9]=[N:10][C:11]=6[CH:20]=5)[N:24]=4)[C:79]([O:80][CH3:81])=[CH:78][C:66]=3[C:67]2=[O:77])[CH2:72]1)[CH3:76], predict the reactants needed to synthesize it. The reactants are: [OH-].[Li+].O.[CH:4](=[C:6]1[CH2:15][N:14]2[C@H:8]([CH:9]=[N:10][C:11]3[CH:20]=[C:19]([O:21][CH2:22][C:23]4[CH:28]=[C:27]([O:29][CH2:30][CH2:31][N:32]([CH3:60])[CH2:33][C:34]([S:37][CH2:38][C:39]([NH:41][CH2:42][CH2:43][O:44][CH2:45][CH2:46][O:47][CH2:48][CH2:49][O:50][CH2:51][CH2:52][O:53][CH2:54][CH2:55][C:56]([O:58]C)=[O:57])=[O:40])([CH3:36])[CH3:35])[CH:26]=[C:25]([CH2:61][O:62][C:63]5[C:79]([O:80][CH3:81])=[CH:78][C:66]6[C:67](=[O:77])[N:68]7[CH2:74][C:73](=[CH:75][CH3:76])[CH2:72][C@H:69]7[CH:70]=[N:71][C:65]=6[CH:64]=5)[N:24]=4)[C:18]([O:82][CH3:83])=[CH:17][C:12]=3[C:13]2=[O:16])[CH2:7]1)[CH3:5].P([O-])([O-])([O-])=O. (5) Given the product [CH2:10]([N:6]([CH3:7])[C:25]([C:24]1[N:20]([C@@H:18]([C:15]2[CH:14]=[CH:13][C:12]([I:11])=[CH:17][CH:16]=2)[CH3:19])[CH:21]=[N:22][CH:23]=1)=[O:27])[CH3:9], predict the reactants needed to synthesize it. The reactants are: II.C(Cl)Cl.[NH:6]1[CH:10]=[CH:9]N=[CH:7]1.[I:11][C:12]1[CH:17]=[CH:16][C:15]([C@H:18]([N:20]2[C:24]([C:25]([OH:27])=O)=[CH:23][N:22]=[CH:21]2)[CH3:19])=[CH:14][CH:13]=1.C(NC)C.